From a dataset of Catalyst prediction with 721,799 reactions and 888 catalyst types from USPTO. Predict which catalyst facilitates the given reaction. (1) Reactant: CC([N:5]([CH2:9][CH:10]([NH:18][C:19]([C:21]1[S:22][C:23]([C:26]2[N:30]([CH2:31][CH3:32])[N:29]=[CH:28][CH:27]=2)=[CH:24][CH:25]=1)=[O:20])[CH2:11][C:12]1[CH:17]=[CH:16][CH:15]=[CH:14][CH:13]=1)C(=O)[O-])(C)C.[C:33]([OH:39])([C:35]([F:38])([F:37])[F:36])=[O:34]. Product: [C:33]([OH:39])([C:35]([F:38])([F:37])[F:36])=[O:34].[NH2:5][CH2:9][CH:10]([NH:18][C:19]([C:21]1[S:22][C:23]([C:26]2[N:30]([CH2:31][CH3:32])[N:29]=[CH:28][CH:27]=2)=[CH:24][CH:25]=1)=[O:20])[CH2:11][C:12]1[CH:17]=[CH:16][CH:15]=[CH:14][CH:13]=1. The catalyst class is: 2. (2) Reactant: C([O:3][C:4]([C:6]1[CH:7]=[N:8][N:9]([C:11]2[NH:20][C:19](=[O:21])[C:18]3[C:13](=[CH:14][C:15]([Cl:35])=[C:16]([S:22]([C:25]4[CH:30]=[CH:29][C:28]([O:31][CH3:32])=[C:27]([O:33][CH3:34])[CH:26]=4)(=[O:24])=[O:23])[CH:17]=3)[N:12]=2)[CH:10]=1)=[O:5])C.C1COCC1.[OH-].[K+].Cl. Product: [Cl:35][C:15]1[CH:14]=[C:13]2[C:18]([C:19](=[O:21])[NH:20][C:11]([N:9]3[CH:10]=[C:6]([C:4]([OH:5])=[O:3])[CH:7]=[N:8]3)=[N:12]2)=[CH:17][C:16]=1[S:22]([C:25]1[CH:30]=[CH:29][C:28]([O:31][CH3:32])=[C:27]([O:33][CH3:34])[CH:26]=1)(=[O:24])=[O:23]. The catalyst class is: 6. (3) Reactant: FC(F)(F)C(O)=O.C([O:12][C:13]([NH:15][C:16]1[CH:17]=[N:18][CH:19]=[CH:20][C:21]=1[CH2:22][NH:23][CH:24]1[CH2:29][CH2:28][N:27]([C:30]([O:32][CH2:33][CH3:34])=[O:31])[CH2:26][CH2:25]1)=O)(C)(C)C.C(N1C=CN=C1)(N1C=CN=C1)=O. Product: [O:12]=[C:13]1[NH:15][C:16]2[CH:17]=[N:18][CH:19]=[CH:20][C:21]=2[CH2:22][N:23]1[CH:24]1[CH2:29][CH2:28][N:27]([C:30]([O:32][CH2:33][CH3:34])=[O:31])[CH2:26][CH2:25]1. The catalyst class is: 4. (4) Product: [OH:78][CH2:77][CH2:76][N:70]1[CH2:75][CH2:74][N:73]([C:20]([C:18]2[CH:19]=[C:12]3[CH2:11][N:10]([C:8]([O:7][CH2:6][C:5]4[CH:4]=[C:3]([C:2]([F:30])([F:1])[F:31])[CH:25]=[C:24]([C:26]([F:29])([F:28])[F:27])[CH:23]=4)=[O:9])[CH2:16][CH2:15][CH2:14][N:13]3[N:17]=2)=[O:21])[CH2:72][CH2:71]1. The catalyst class is: 13. Reactant: [F:1][C:2]([F:31])([F:30])[C:3]1[CH:4]=[C:5]([CH:23]=[C:24]([C:26]([F:29])([F:28])[F:27])[CH:25]=1)[CH2:6][O:7][C:8]([N:10]1[CH2:16][CH2:15][CH2:14][N:13]2[N:17]=[C:18]([C:20](O)=[O:21])[CH:19]=[C:12]2[CH2:11]1)=[O:9].CN(C)C=O.F[P-](F)(F)(F)(F)F.C[N+](C)=C(N(C)C)ON1C2N=CC=CC=2N=N1.C(N(CC)C(C)C)(C)C.[N:70]1([CH2:76][CH2:77][OH:78])[CH2:75][CH2:74][NH:73][CH2:72][CH2:71]1. (5) Reactant: [N:1]1([C:10]2[S:14][C:13]([C:15]([OH:17])=O)=[C:12]([O:18][CH2:19][C:20]3[CH:25]=[CH:24][CH:23]=[CH:22][C:21]=3[CH3:26])[CH:11]=2)[C:5]2[CH:6]=[CH:7][CH:8]=[CH:9][C:4]=2[N:3]=[CH:2]1.ClC(N(C)C)=C(C)C.[NH2:35][C:36]1[CH:41]=[CH:40][CH:39]=[CH:38][CH:37]=1.C(N(C(C)C)CC)(C)C. Product: [N:1]1([C:10]2[S:14][C:13]([C:15]([NH:35][C:36]3[CH:41]=[CH:40][CH:39]=[CH:38][CH:37]=3)=[O:17])=[C:12]([O:18][CH2:19][C:20]3[CH:25]=[CH:24][CH:23]=[CH:22][C:21]=3[CH3:26])[CH:11]=2)[C:5]2[CH:6]=[CH:7][CH:8]=[CH:9][C:4]=2[N:3]=[CH:2]1. The catalyst class is: 4. (6) Reactant: [Cl:1][C:2]1[CH:7]=[CH:6][C:5]([CH:8]2[C:12]3[N:13]=[C:14]([C:18]4[CH:19]=[N:20][C:21]([O:24][CH3:25])=[CH:22][CH:23]=4)[N:15]([CH2:16][CH3:17])[C:11]=3[C:10](=[O:26])[N:9]2[C:27]2[CH:32]=[C:31]([CH3:33])[C:30](=[O:34])[N:29]([CH3:35])[CH:28]=2)=[CH:4][CH:3]=1. Product: [Cl:1][C:2]1[CH:7]=[CH:6][C:5]([C@H:8]2[C:12]3[N:13]=[C:14]([C:18]4[CH:19]=[N:20][C:21]([O:24][CH3:25])=[CH:22][CH:23]=4)[N:15]([CH2:16][CH3:17])[C:11]=3[C:10](=[O:26])[N:9]2[C:27]2[CH:32]=[C:31]([CH3:33])[C:30](=[O:34])[N:29]([CH3:35])[CH:28]=2)=[CH:4][CH:3]=1. The catalyst class is: 14. (7) Reactant: [Cl:1][C:2]1[CH:7]=[CH:6][C:5]([CH2:8][O:9][C:10]2[CH:17]=[CH:16][C:15]([O:18][CH2:19][C:20]3[CH:25]=[CH:24][C:23]([Cl:26])=[CH:22][CH:21]=3)=[CH:14][C:11]=2[CH:12]=O)=[CH:4][CH:3]=1.[S:27]1[CH2:33][C:31](=[O:32])[N:30]([CH2:34][C:35]([OH:37])=[O:36])[C:28]1=[S:29].C(O)(=O)C.N1CCCCC1.C1(C)C=CC=CC=1. Product: [Cl:1][C:2]1[CH:7]=[CH:6][C:5]([CH2:8][O:9][C:10]2[CH:17]=[CH:16][C:15]([O:18][CH2:19][C:20]3[CH:25]=[CH:24][C:23]([Cl:26])=[CH:22][CH:21]=3)=[CH:14][C:11]=2[CH:12]=[C:33]2[S:27][C:28](=[S:29])[N:30]([CH2:34][C:35]([OH:37])=[O:36])[C:31]2=[O:32])=[CH:4][CH:3]=1. The catalyst class is: 6.